From a dataset of Forward reaction prediction with 1.9M reactions from USPTO patents (1976-2016). Predict the product of the given reaction. (1) Given the reactants [H-].[Na+].[N:3]1[CH:8]=[CH:7][CH:6]=[CH:5][C:4]=1[C:9](=[O:14])[CH2:10][C:11](=[O:13])[CH3:12].[C:15](OCC)(=[O:21])[C:16]([O:18][CH2:19][CH3:20])=[O:17], predict the reaction product. The product is: [CH2:19]([O:18][C:16](=[O:17])[C:15](=[O:21])[CH2:12][C:11](=[O:13])[CH2:10][C:9](=[O:14])[C:4]1[CH:5]=[CH:6][CH:7]=[CH:8][N:3]=1)[CH3:20]. (2) Given the reactants Cl.[C:2]([N:5]1[C:14]2[C:9](=[CH:10][C:11](Br)=[CH:12][CH:13]=2)[C@H:8]([NH2:16])[CH2:7][C@@H:6]1[CH3:17])(=[O:4])[CH3:3].[CH3:18][N:19]([CH2:27][CH2:28][N:29]1[CH:33]=[C:32](B2OC(C)(C)C(C)(C)O2)[CH:31]=[N:30]1)[C:20](=[O:26])[O:21][C:22]([CH3:25])([CH3:24])[CH3:23].O.C(=O)([O-])[O-].[K+].[K+], predict the reaction product. The product is: [C:2]([N:5]1[C:14]2[C:9](=[CH:10][C:11]([C:32]3[CH:31]=[N:30][N:29]([CH2:28][CH2:27][N:19]([CH3:18])[C:20](=[O:26])[O:21][C:22]([CH3:23])([CH3:24])[CH3:25])[CH:33]=3)=[CH:12][CH:13]=2)[C@H:8]([NH2:16])[CH2:7][C@@H:6]1[CH3:17])(=[O:4])[CH3:3]. (3) Given the reactants [N+:1]([C:4]1[CH:5]=[C:6]([CH:16]=[CH:17][CH:18]=1)[C:7]([NH:9][C:10]1[CH:11]=[N:12][CH:13]=[CH:14][CH:15]=1)=[O:8])([O-])=O, predict the reaction product. The product is: [NH2:1][C:4]1[CH:5]=[C:6]([CH:16]=[CH:17][CH:18]=1)[C:7]([NH:9][C:10]1[CH:11]=[N:12][CH:13]=[CH:14][CH:15]=1)=[O:8]. (4) Given the reactants Br[C:2]1[CH:7]=[CH:6][C:5]([S:8]([N:11]2[C:20]3[C:15](=[CH:16][C:17]([C:21]4[CH:26]=[CH:25][C:24]([C:27]([F:30])([F:29])[F:28])=[CH:23][CH:22]=4)=[CH:18][CH:19]=3)[CH2:14][C:13]([CH3:32])([CH3:31])[CH2:12]2)(=[O:10])=[O:9])=[CH:4][C:3]=1[F:33].[Cu][C:35]#[N:36].Cl, predict the reaction product. The product is: [CH3:32][C:13]1([CH3:31])[CH2:14][C:15]2[C:20](=[CH:19][CH:18]=[C:17]([C:21]3[CH:26]=[CH:25][C:24]([C:27]([F:28])([F:30])[F:29])=[CH:23][CH:22]=3)[CH:16]=2)[N:11]([S:8]([C:5]2[CH:6]=[CH:7][C:2]([C:35]#[N:36])=[C:3]([F:33])[CH:4]=2)(=[O:10])=[O:9])[CH2:12]1. (5) Given the reactants C(=O)([O-])[O-].[K+].[K+].I[C:8]1[CH:16]=[CH:15][CH:14]=[CH:13][C:9]=1[C:10]([OH:12])=[O:11].[NH:17]1[C:25]2[C:20](=[CH:21][CH:22]=[CH:23][CH:24]=2)[C:19]([C:26]([O:28][CH2:29][CH3:30])=[O:27])=[N:18]1.Cl, predict the reaction product. The product is: [CH2:29]([O:28][C:26]([C:19]1[C:20]2[C:25](=[CH:24][CH:23]=[CH:22][CH:21]=2)[N:17]([C:8]2[CH:16]=[CH:15][CH:14]=[CH:13][C:9]=2[C:10]([OH:12])=[O:11])[N:18]=1)=[O:27])[CH3:30]. (6) Given the reactants C(OC([N:8]([S:14]([C:17]1[CH:22]=[CH:21][C:20]([N:23]2[C:27]([C:28]3[CH:33]=[CH:32][C:31]([CH3:34])=[CH:30][CH:29]=3)=[CH:26][C:25]([C:35]([F:38])([F:37])[F:36])=[N:24]2)=[CH:19][CH:18]=1)(=[O:16])=[O:15])[CH2:9][C:10](OC)=[O:11])=O)(C)(C)C.[BH4-].[Na+], predict the reaction product. The product is: [OH:11][CH2:10][CH2:9][NH:8][S:14]([C:17]1[CH:18]=[CH:19][C:20]([N:23]2[C:27]([C:28]3[CH:33]=[CH:32][C:31]([CH3:34])=[CH:30][CH:29]=3)=[CH:26][C:25]([C:35]([F:36])([F:38])[F:37])=[N:24]2)=[CH:21][CH:22]=1)(=[O:16])=[O:15]. (7) Given the reactants [Cl:1][C:2]1[CH:3]=[CH:4][C:5]([O:30][CH2:31][CH:32]([CH3:34])[CH3:33])=[C:6]([CH2:8][N:9]2[C:13]([CH3:14])=[CH:12][C:11]([C:15]([NH:17][C:18]3[CH:27]=[CH:26][C:21]([C:22](OC)=[O:23])=[C:20]([O:28][CH3:29])[CH:19]=3)=[O:16])=[N:10]2)[CH:7]=1.[H-].[Al+3].[Li+].[H-].[H-].[H-], predict the reaction product. The product is: [Cl:1][C:2]1[CH:3]=[CH:4][C:5]([O:30][CH2:31][CH:32]([CH3:34])[CH3:33])=[C:6]([CH2:8][N:9]2[C:13]([CH3:14])=[CH:12][C:11]([C:15]([NH:17][C:18]3[CH:27]=[CH:26][C:21]([CH2:22][OH:23])=[C:20]([O:28][CH3:29])[CH:19]=3)=[O:16])=[N:10]2)[CH:7]=1.